Dataset: Forward reaction prediction with 1.9M reactions from USPTO patents (1976-2016). Task: Predict the product of the given reaction. (1) The product is: [CH3:1][O:2][CH2:3][O:4][C:5]1[C:13]([CH:14]([O:15][CH3:16])[O:17][CH3:18])=[CH:12][C:11]([I:38])=[C:10]2[C:6]=1[CH:7]([OH:29])[N:8]([C:20]([CH3:21])([C:22]1[CH:23]=[CH:24][CH:25]=[CH:26][CH:27]=1)[CH3:28])[C:9]2=[O:19]. Given the reactants [CH3:1][O:2][CH2:3][O:4][C:5]1[C:13]([CH:14]([O:17][CH3:18])[O:15][CH3:16])=[CH:12][CH:11]=[C:10]2[C:6]=1[CH:7]([OH:29])[N:8]([C:20]([CH3:28])([C:22]1[CH:27]=[CH:26][CH:25]=[CH:24][CH:23]=1)[CH3:21])[C:9]2=[O:19].CN(CCN(C)C)C.[I:38]I, predict the reaction product. (2) Given the reactants [I:1][C:2]1[CH:7]=[CH:6][N:5]=[C:4]([C:8]([OH:10])=O)[CH:3]=1.[CH:11]([N:14](CC)[CH:15](C)[CH3:16])(C)[CH3:12].CC(C)(C)C(Cl)=O.C(NCC)C, predict the reaction product. The product is: [CH2:11]([N:14]([CH2:15][CH3:16])[C:8]([C:4]1[CH:3]=[C:2]([I:1])[CH:7]=[CH:6][N:5]=1)=[O:10])[CH3:12]. (3) The product is: [CH3:1][O:2][C:3]1([C:10]2[CH:37]=[CH:36][C:35]([C:38]([F:41])([F:39])[F:40])=[CH:34][C:11]=2[CH2:12][N:13]([CH2:19][C:20]2[CH:21]=[C:22]([C:30]([F:33])([F:32])[F:31])[CH:23]=[C:24]([C:26]([F:28])([F:27])[F:29])[CH:25]=2)[C:14]2[N:15]=[N:16][N:17]([CH3:42])[N:18]=2)[CH2:4][CH2:5][CH2:6][CH2:7][CH2:8][CH2:9]1. Given the reactants [CH3:1][O:2][C:3]1([C:10]2[CH:37]=[CH:36][C:35]([C:38]([F:41])([F:40])[F:39])=[CH:34][C:11]=2[CH2:12][N:13]([CH2:19][C:20]2[CH:25]=[C:24]([C:26]([F:29])([F:28])[F:27])[CH:23]=[C:22]([C:30]([F:33])([F:32])[F:31])[CH:21]=2)[C:14]2[N:15]=[N:16][NH:17][N:18]=2)[CH2:9][CH2:8][CH2:7][CH2:6][CH2:5][CH2:4]1.[C:42](=O)([O-])[O-].[Na+].[Na+].CN(C)C=O.S(OC)(OC)(=O)=O, predict the reaction product. (4) Given the reactants [Cl:1][C:2]1[CH:11]=[C:10]2[C:5]([NH:6][C:7](=[O:18])[C:8]3[N:9]2[N:12]=[C:13](C(O)=O)[N:14]=3)=[CH:4][CH:3]=1, predict the reaction product. The product is: [Cl:1][C:2]1[CH:11]=[C:10]2[C:5]([NH:6][C:7](=[O:18])[C:8]3[N:9]2[N:12]=[CH:13][N:14]=3)=[CH:4][CH:3]=1. (5) Given the reactants [Cl:1][C:2]1[CH:3]=[C:4]([CH:26]=[CH:27][C:28]=1[Cl:29])[CH2:5][O:6][C:7]1[CH:8]=[C:9]([C:13](=[O:25])[CH2:14][O:15][C:16]2[CH:17]=[C:18]([CH:21]=[CH:22][C:23]=2[F:24])[C:19]#[N:20])[CH:10]=[CH:11][CH:12]=1, predict the reaction product. The product is: [Cl:1][C:2]1[CH:3]=[C:4]([CH:26]=[CH:27][C:28]=1[Cl:29])[CH2:5][O:6][C:7]1[CH:8]=[C:9]([C@H:13]([OH:25])[CH2:14][O:15][C:16]2[CH:17]=[C:18]([CH:21]=[CH:22][C:23]=2[F:24])[C:19]#[N:20])[CH:10]=[CH:11][CH:12]=1. (6) The product is: [S:1]1[C:5]2[CH:6]=[CH:7][C:8]([NH:10][C:11]3[C:20]4[C:15](=[CH:16][C:17]([O:25][CH3:26])=[C:18]([S:21]([N:28]([CH3:29])[CH3:27])(=[O:23])=[O:22])[CH:19]=4)[N:14]=[CH:13][N:12]=3)=[CH:9][C:4]=2[N:3]=[CH:2]1. Given the reactants [S:1]1[C:5]2[CH:6]=[CH:7][C:8]([NH:10][C:11]3[C:20]4[C:15](=[CH:16][C:17]([O:25][CH3:26])=[C:18]([S:21](Cl)(=[O:23])=[O:22])[CH:19]=4)[N:14]=[CH:13][N:12]=3)=[CH:9][C:4]=2[N:3]=[CH:2]1.[CH3:27][NH:28][CH3:29], predict the reaction product. (7) Given the reactants [CH2:1]([O:8][C:9]([N:11]1[CH2:17][CH2:16][C:15](=[O:18])[N:14]([C@H:19]([C:31](OC)=[O:32])[CH2:20][CH2:21][N:22]2[CH2:29][CH2:28][C:25]3([CH2:27][CH2:26]3)[C@H:24]([OH:30])[CH2:23]2)[CH2:13][CH2:12]1)=[O:10])[C:2]1[CH:7]=[CH:6][CH:5]=[CH:4][CH:3]=1.[BH4-].[Li+], predict the reaction product. The product is: [CH2:1]([O:8][C:9]([N:11]1[CH2:17][CH2:16][C:15](=[O:18])[N:14]([C@H:19]([CH2:31][OH:32])[CH2:20][CH2:21][N:22]2[CH2:29][CH2:28][C:25]3([CH2:26][CH2:27]3)[C@H:24]([OH:30])[CH2:23]2)[CH2:13][CH2:12]1)=[O:10])[C:2]1[CH:7]=[CH:6][CH:5]=[CH:4][CH:3]=1. (8) Given the reactants [CH:1]1([C:4]([NH:6][C:7]2[N:8]=[C:9]3[CH:14]=[CH:13][C:12]([O:15][C:16]4[CH:17]=[CH:18][C:19]([CH3:32])=[C:20]([NH:22][C:23]([C:25]5[N:29]([CH3:30])[N:28]=[C:27]([CH3:31])[CH:26]=5)=[O:24])[CH:21]=4)=[N:11][N:10]3[CH:33]=2)=[O:5])[CH2:3][CH2:2]1.O.[C:35]1([S:41]([OH:44])(=[O:43])=[O:42])[CH:40]=[CH:39][CH:38]=[CH:37][CH:36]=1, predict the reaction product. The product is: [C:35]1([S:41]([OH:44])(=[O:43])=[O:42])[CH:40]=[CH:39][CH:38]=[CH:37][CH:36]=1.[CH:1]1([C:4]([NH:6][C:7]2[N:8]=[C:9]3[CH:14]=[CH:13][C:12]([O:15][C:16]4[CH:17]=[CH:18][C:19]([CH3:32])=[C:20]([NH:22][C:23]([C:25]5[N:29]([CH3:30])[N:28]=[C:27]([CH3:31])[CH:26]=5)=[O:24])[CH:21]=4)=[N:11][N:10]3[CH:33]=2)=[O:5])[CH2:3][CH2:2]1.